This data is from Forward reaction prediction with 1.9M reactions from USPTO patents (1976-2016). The task is: Predict the product of the given reaction. (1) Given the reactants [N:1]([C@@H:4]1[CH2:28][CH2:27][C@@:26]2([CH3:29])[C:6](=[CH:7][CH2:8][C@@H:9]3[C@@H:25]2[CH2:24][CH2:23][C@@:22]2([CH3:30])[C@H:10]3[CH2:11][CH2:12][C@@H:13]2[C@H:14]([CH3:21])[CH2:15][CH2:16][CH2:17][CH:18]([CH3:20])[CH3:19])[CH2:5]1)=[N+]=[N-].[H-].[Al+3].[Li+].[H-].[H-].[H-].O.[OH-].[Na+], predict the reaction product. The product is: [NH2:1][C@@H:4]1[CH2:28][CH2:27][C@@:26]2([CH3:29])[C:6](=[CH:7][CH2:8][C@@H:9]3[C@@H:25]2[CH2:24][CH2:23][C@@:22]2([CH3:30])[C@H:10]3[CH2:11][CH2:12][C@@H:13]2[C@H:14]([CH3:21])[CH2:15][CH2:16][CH2:17][CH:18]([CH3:20])[CH3:19])[CH2:5]1. (2) Given the reactants Br[C:2]1[CH:3]=[CH:4][C:5]2[N:9]=[CH:8][N:7]([C:10]3[CH:17]=[CH:16][C:13]([C:14]#[N:15])=[CH:12][CH:11]=3)[C:6]=2[CH:18]=1.[CH2:19]([O:21][C:22]([C:24]1[CH:29]=[CH:28][C:27](B(O)O)=[CH:26][CH:25]=1)=[O:23])[CH3:20].[O-]P([O-])([O-])=O.[K+].[K+].[K+], predict the reaction product. The product is: [C:14]([C:13]1[CH:16]=[CH:17][C:10]([N:7]2[C:6]3[CH:18]=[C:2]([C:27]4[CH:28]=[CH:29][C:24]([C:22]([O:21][CH2:19][CH3:20])=[O:23])=[CH:25][CH:26]=4)[CH:3]=[CH:4][C:5]=3[N:9]=[CH:8]2)=[CH:11][CH:12]=1)#[N:15]. (3) Given the reactants [F:1][C:2]1[CH:7]=[C:6]([N+:8]([O-:10])=[O:9])[CH:5]=[C:4]([F:11])[C:3]=1[CH2:12][C:13]([OH:15])=[O:14].S(=O)(=O)(O)O.[C:21](=O)([O-])O.[Na+].C(OCC)(=O)C, predict the reaction product. The product is: [F:1][C:2]1[CH:7]=[C:6]([N+:8]([O-:10])=[O:9])[CH:5]=[C:4]([F:11])[C:3]=1[CH2:12][C:13]([O:15][CH3:21])=[O:14]. (4) Given the reactants [CH3:1][N:2]1[CH:6]=[CH:5][C:4]([NH:7][C:8]2[C:17]3[C:12](=[CH:13][CH:14]=[C:15]([OH:18])[CH:16]=3)[N:11]=[CH:10][N:9]=2)=[N:3]1.[Cl:19][C:20]1[C:21](Cl)=[N:22][CH:23]=[C:24]([CH:36]=1)[C:25]([N:27]([CH3:35])[CH2:28][CH2:29][N:30]1[CH2:34][CH2:33][CH2:32][CH2:31]1)=[O:26], predict the reaction product. The product is: [Cl:19][C:20]1[C:21]([O:18][C:15]2[CH:16]=[C:17]3[C:12](=[CH:13][CH:14]=2)[N:11]=[CH:10][N:9]=[C:8]3[NH:7][C:4]2[CH:5]=[CH:6][N:2]([CH3:1])[N:3]=2)=[N:22][CH:23]=[C:24]([CH:36]=1)[C:25]([N:27]([CH3:35])[CH2:28][CH2:29][N:30]1[CH2:34][CH2:33][CH2:32][CH2:31]1)=[O:26]. (5) Given the reactants O=C1C2C(=CC=CC=2)C(=O)[N:3]1[CH:12]([C:46]([F:49])([F:48])[F:47])[CH2:13][C:14]([NH:16][C@@:17]([C:32]1[CH:37]=[C:36]([O:38][C:39]([F:44])([F:43])[CH:40]([F:42])[F:41])[CH:35]=[C:34]([F:45])[CH:33]=1)([C:25]1[CH:30]=[CH:29][C:28]([F:31])=[CH:27][CH:26]=1)[CH2:18][C:19]1[CH:24]=[CH:23][CH:22]=[CH:21][CH:20]=1)=[O:15].NN, predict the reaction product. The product is: [NH2:3][CH:12]([C:46]([F:49])([F:48])[F:47])[CH2:13][C:14]([NH:16][C@@:17]([C:32]1[CH:37]=[C:36]([O:38][C:39]([F:44])([F:43])[CH:40]([F:42])[F:41])[CH:35]=[C:34]([F:45])[CH:33]=1)([C:25]1[CH:26]=[CH:27][C:28]([F:31])=[CH:29][CH:30]=1)[CH2:18][C:19]1[CH:20]=[CH:21][CH:22]=[CH:23][CH:24]=1)=[O:15]. (6) The product is: [F:14][C:15]([F:26])([F:25])[C:16]1[CH:21]=[C:20]([C:2]2[CH:13]=[CH:12][C:5]3[N:6]4[CH2:11][C@@H:9]([NH:10][C:4]=3[CH:3]=2)[CH2:8][CH2:7]4)[CH:19]=[CH:18][CH:17]=1. Given the reactants Br[C:2]1[CH:13]=[CH:12][C:5]2[N:6]3[CH2:11][C@@H:9]([NH:10][C:4]=2[CH:3]=1)[CH2:8][CH2:7]3.[F:14][C:15]([F:26])([F:25])[C:16]1[CH:17]=[C:18](B(O)O)[CH:19]=[CH:20][CH:21]=1.C([O-])([O-])=O.[Cs+].[Cs+], predict the reaction product. (7) Given the reactants [Si:1]([O:8][CH2:9][CH:10]1[O:15][CH2:14][CH2:13][NH:12][CH2:11]1)([C:4]([CH3:7])([CH3:6])[CH3:5])([CH3:3])[CH3:2].C(N(CC)CC)C.[Cl:23][CH2:24][CH2:25][CH2:26]I, predict the reaction product. The product is: [Si:1]([O:8][CH2:9][CH:10]1[O:15][CH2:14][CH2:13][N:12]([CH2:26][CH2:25][CH2:24][Cl:23])[CH2:11]1)([C:4]([CH3:7])([CH3:5])[CH3:6])([CH3:2])[CH3:3]. (8) Given the reactants [CH3:1][C:2]1[CH:3]=[C:4]([N:9]([CH2:24][CH2:25][C:26]2[CH:31]=[CH:30][C:29]([CH3:32])=[CH:28][CH:27]=2)[C:10]([CH:12](OS(C)(=O)=O)[C:13]2[CH:18]=[CH:17][CH:16]=[CH:15][CH:14]=2)=[O:11])[CH:5]=[CH:6][C:7]=1[CH3:8].[NH:33]1[CH2:36][CH:35]([OH:37])[CH2:34]1, predict the reaction product. The product is: [CH3:1][C:2]1[CH:3]=[C:4]([N:9]([CH2:24][CH2:25][C:26]2[CH:27]=[CH:28][C:29]([CH3:32])=[CH:30][CH:31]=2)[C:10](=[O:11])[CH:12]([N:33]2[CH2:36][CH:35]([OH:37])[CH2:34]2)[C:13]2[CH:18]=[CH:17][CH:16]=[CH:15][CH:14]=2)[CH:5]=[CH:6][C:7]=1[CH3:8]. (9) Given the reactants Cl[C:2]1[N:7]=[CH:6][CH:5]=[C:4]([C:8]#[N:9])[N:3]=1.[CH3:10][S-:11].[Na+].C1COCC1.C(OCC)(=O)C, predict the reaction product. The product is: [C:8]([C:4]1[N:3]=[C:2]([S:11][CH3:10])[N:7]=[CH:6][CH:5]=1)#[N:9].